This data is from CYP2D6 inhibition data for predicting drug metabolism from PubChem BioAssay. The task is: Regression/Classification. Given a drug SMILES string, predict its absorption, distribution, metabolism, or excretion properties. Task type varies by dataset: regression for continuous measurements (e.g., permeability, clearance, half-life) or binary classification for categorical outcomes (e.g., BBB penetration, CYP inhibition). Dataset: cyp2d6_veith. (1) The drug is NC(N)=Nc1ccc(-c2ccc(N=C(N)N)cc2)cc1.O=S(=O)(O)O. The result is 0 (non-inhibitor). (2) The molecule is CN(C)C(=O)c1ccc(-c2nc(N3CCOCC3)c3ccccc3n2)cc1. The result is 0 (non-inhibitor). (3) The molecule is O=C(OCc1ccc(Cl)cc1)c1ccccc1C(=O)c1ccccc1. The result is 0 (non-inhibitor). (4) The result is 0 (non-inhibitor). The drug is CCCCC1(COC(=O)CCC(=O)O)C(=O)N(c2ccccc2)N(c2ccccc2)C1=O. (5) The molecule is COc1cccc(N=Cc2c[nH][nH]c2=O)c1. The result is 0 (non-inhibitor). (6) The drug is Cc1c(C)c2c(c(C)c1O)CC[C@@](C)(CCC[C@@H](C)CCC[C@@H](C)CCCC(C)C)O2. The result is 0 (non-inhibitor). (7) The molecule is CC[C@H](C)N(C)C(=O)c1cc2ccccc2c(-c2ccccc2Cl)n1. The result is 0 (non-inhibitor). (8) The result is 0 (non-inhibitor). The drug is CCC(=O)Nc1ccc(C(=O)CSc2nnc(-c3ccc(O)cc3)n2CC2CCCO2)cc1OC.